From a dataset of Reaction yield outcomes from USPTO patents with 853,638 reactions. Predict the reaction yield, written as a fraction of the theoretical maximum amount of product (1.0 means a 100% yield; for example, 0.34 means a 34% yield). (1) The reactants are [Cl:1][C:2]1[CH:7]=[CH:6][C:5]([C:8]2([C:12](=[O:14])[CH3:13])[CH2:11][CH2:10][CH2:9]2)=[CH:4][CH:3]=1.[BrH:15].C(O)(=O)C.BrBr.[O-]S([O-])(=O)=O.[Mg+2]. The catalyst is CO.CC(OC)(C)C.O. The product is [Br:15][CH2:13][C:12]([C:8]1([C:5]2[CH:4]=[CH:3][C:2]([Cl:1])=[CH:7][CH:6]=2)[CH2:11][CH2:10][CH2:9]1)=[O:14]. The yield is 0.900. (2) The reactants are Cl.C(OC([N:12]1[CH2:16][CH:15]([N:17]2[CH2:22][CH2:21][O:20][CH2:19][CH2:18]2)[CH2:14][N:13]1[C:23](=[O:32])[CH2:24][C:25]1[CH:30]=[CH:29][C:28]([F:31])=[CH:27][CH:26]=1)=O)C1C=CC=CC=1. The catalyst is CO.[Pd]. The product is [F:31][C:28]1[CH:29]=[CH:30][C:25]([CH2:24][C:23]([N:13]2[CH2:14][CH:15]([N:17]3[CH2:22][CH2:21][O:20][CH2:19][CH2:18]3)[CH2:16][NH:12]2)=[O:32])=[CH:26][CH:27]=1. The yield is 0.810. (3) The reactants are C([O:8][C:9]([C@H:11]1[CH2:15][CH2:14][CH2:13][N:12]1[C:16](=[O:40])/[C:17](/[CH3:39])=[CH:18]/[CH:19]=[C:20](\[CH3:38])/[C:21]([N:23]1[CH2:27][CH2:26][CH2:25][C@@H:24]1[C:28]([O:30]CC1C=CC=CC=1)=[O:29])=[O:22])=[O:10])C1C=CC=CC=1. The catalyst is O1CCOCC1. The product is [C:28]([C@H:24]1[CH2:25][CH2:26][CH2:27][N:23]1[C:21](=[O:22])/[C:20](/[CH3:38])=[CH:19]/[CH:18]=[C:17](\[CH3:39])/[C:16]([N:12]1[CH2:13][CH2:14][CH2:15][C@@H:11]1[C:9]([OH:10])=[O:8])=[O:40])([OH:30])=[O:29]. The yield is 0.160.